From a dataset of Catalyst prediction with 721,799 reactions and 888 catalyst types from USPTO. Predict which catalyst facilitates the given reaction. (1) Reactant: C(O[C:5]1[C:14]2[C:9](=[CH:10][CH:11]=[CH:12][CH:13]=2)[CH:8]=[CH:7][N:6]=1)(C)C.P(Cl)(Cl)([Cl:17])=O. Product: [Cl:17][C:5]1[C:14]2[C:9](=[CH:10][CH:11]=[CH:12][CH:13]=2)[CH:8]=[CH:7][N:6]=1. The catalyst class is: 10. (2) Reactant: [OH:1]O.[Br:3][C:4]1[CH:9]=[CH:8][CH:7]=[C:6]([CH3:10])[N:5]=1. Product: [Br:3][C:4]1[CH:9]=[CH:8][CH:7]=[C:6]([CH3:10])[N+:5]=1[O-:1]. The catalyst class is: 15. (3) Reactant: [Br:1][C:2]1[CH:7]=[C:6]([F:8])[C:5]([C:9](=[O:11])[CH3:10])=[C:4]([F:12])[CH:3]=1.CO[C:15](OC)([N:17]([CH3:19])[CH3:18])C. Product: [Br:1][C:2]1[CH:3]=[C:4]([F:12])[C:5]([C:9](=[O:11])[CH:10]=[CH:15][N:17]([CH3:19])[CH3:18])=[C:6]([F:8])[CH:7]=1. The catalyst class is: 11.